This data is from Reaction yield outcomes from USPTO patents with 853,638 reactions. The task is: Predict the reaction yield, written as a fraction of the theoretical maximum amount of product (1.0 means a 100% yield; for example, 0.34 means a 34% yield). (1) The reactants are [CH:1]([C:3]1[CH:8]=[CH:7][C:6]([C:9]#[C:10][C:11]2[CH:18]=[CH:17][C:14]([C:15]#[N:16])=[CH:13][CH:12]=2)=[CH:5][CH:4]=1)=O.[NH:19]1[CH2:24][CH2:23][O:22][CH2:21][CH2:20]1.C(O[BH-](OC(=O)C)OC(=O)C)(=O)C.[Na+]. The catalyst is C(Cl)(Cl)Cl. The product is [N:19]1([CH2:1][C:3]2[CH:8]=[CH:7][C:6]([C:9]#[C:10][C:11]3[CH:18]=[CH:17][C:14]([C:15]#[N:16])=[CH:13][CH:12]=3)=[CH:5][CH:4]=2)[CH2:24][CH2:23][O:22][CH2:21][CH2:20]1. The yield is 0.970. (2) The reactants are [C:1]([CH:4]1[C:9](=[O:10])[N:8]([CH2:11][CH3:12])[C:7](=[O:13])[NH:6][C:5]1=[O:14])(=[O:3])[CH3:2].[Li+].C[Si]([N-][Si](C)(C)C)(C)C.[F:25][C:26]1[CH:27]=[C:28]([CH:37]=[CH:38][C:39]=1[F:40])/[CH:29]=[N:30]/[S@:31]([C:33]([CH3:36])([CH3:35])[CH3:34])=[O:32]. The catalyst is C1COCC1.C1(C)C=CC=CC=1. The product is [F:25][C:26]1[CH:27]=[C:28]([C@H:29]([NH:30][S@:31]([C:33]([CH3:36])([CH3:35])[CH3:34])=[O:32])[CH2:2][C:1]([CH:4]2[C:9](=[O:10])[N:8]([CH2:11][CH3:12])[C:7](=[O:13])[NH:6][C:5]2=[O:14])=[O:3])[CH:37]=[CH:38][C:39]=1[F:40]. The yield is 0.310.